Task: Predict which catalyst facilitates the given reaction.. Dataset: Catalyst prediction with 721,799 reactions and 888 catalyst types from USPTO (1) Reactant: [CH2:1]([NH2:8])[C:2]1[CH:7]=[CH:6][CH:5]=[CH:4][CH:3]=1.C(O)(=O)C.C(O[BH-](OC(=O)C)OC(=O)C)(=O)C.[Na+].[C:27]([O:31][C:32]([N:34]([CH2:39][C:40](=O)[CH3:41])[CH2:35][C:36]([OH:38])=[O:37])=[O:33])([CH3:30])([CH3:29])[CH3:28]. Product: [CH2:1]([NH:8][CH:40]([CH3:41])[CH2:39][N:34]([C:32]([O:31][C:27]([CH3:30])([CH3:29])[CH3:28])=[O:33])[CH2:35][C:36]([OH:38])=[O:37])[C:2]1[CH:7]=[CH:6][CH:5]=[CH:4][CH:3]=1. The catalyst class is: 26. (2) Reactant: C([O:3][CH:4](OCC)[CH2:5][CH2:6][NH:7][C:8]([C:10]1[CH:14]=[C:13]([C:15]2[CH:20]=[C:19]([O:21][C:22]3[CH:27]=[C:26]([C:28]([NH:30][C:31]4[CH:36]=[C:35]([CH3:37])[CH:34]=[CH:33][C:32]=4[F:38])=[O:29])[CH:25]=[CH:24][C:23]=3[F:39])[CH:18]=[CH:17][N:16]=2)[NH:12][CH:11]=1)=[O:9])C.Cl.O. Product: [F:39][C:23]1[CH:24]=[CH:25][C:26]([C:28]([NH:30][C:31]2[CH:36]=[C:35]([CH3:37])[CH:34]=[CH:33][C:32]=2[F:38])=[O:29])=[CH:27][C:22]=1[O:21][C:19]1[CH:18]=[CH:17][N:16]=[C:15]([C:13]2[NH:12][CH:11]=[C:10]([C:8]([NH:7][CH2:6][CH2:5][CH:4]=[O:3])=[O:9])[CH:14]=2)[CH:20]=1. The catalyst class is: 7. (3) Reactant: C(OC(=O)[NH:7][C:8]1[CH:9]=[N:10][C:11]([O:21][CH:22]2[CH2:25][CH2:24][CH2:23]2)=[C:12]([C:14]2[CH:19]=[CH:18][C:17]([Cl:20])=[CH:16][CH:15]=2)[CH:13]=1)(C)(C)C.O1CCOCC1. Product: [Cl:20][C:17]1[CH:18]=[CH:19][C:14]([C:12]2[CH:13]=[C:8]([NH2:7])[CH:9]=[N:10][C:11]=2[O:21][CH:22]2[CH2:25][CH2:24][CH2:23]2)=[CH:15][CH:16]=1. The catalyst class is: 33. (4) Reactant: [OH:1][C:2]1[CH:7]=[CH:6][CH:5]=[CH:4][N:3]=1.[H-].[Na+].[O:10]1[CH2:15][CH:14]=[C:13]([C:16]2[CH:21]=[CH:20][C:19]([N:22]3[CH2:26][C@H:25]([CH2:27]OS(C)(=O)=O)[O:24][C:23]3=[O:33])=[CH:18][C:17]=2[F:34])[CH2:12][CH2:11]1. Product: [O:10]1[CH2:11][CH:12]=[C:13]([C:16]2[CH:21]=[CH:20][C:19]([N:22]3[CH2:26][C@H:25]([CH2:27][N:3]4[CH:4]=[CH:5][CH:6]=[CH:7][C:2]4=[O:1])[O:24][C:23]3=[O:33])=[CH:18][C:17]=2[F:34])[CH2:14][CH2:15]1. The catalyst class is: 9.